Dataset: Catalyst prediction with 721,799 reactions and 888 catalyst types from USPTO. Task: Predict which catalyst facilitates the given reaction. (1) Reactant: [Cl:1][C:2]1[C:7]([F:8])=[CH:6][CH:5]=[CH:4][C:3]=1[N:9]1[C:13]([S:14][C:15]2[CH:16]=[N:17][CH:18]=[CH:19][CH:20]=2)=[CH:12][C:11]([C:21](OCC)=[O:22])=[N:10]1.[H-].C([Al+]CC(C)C)C(C)C.C1(C)C=CC=CC=1.O.O.O.O.O.O.O.O.O.O.[O-]S([O-])(=O)=O.[Na+].[Na+]. Product: [Cl:1][C:2]1[C:7]([F:8])=[CH:6][CH:5]=[CH:4][C:3]=1[N:9]1[C:13]([S:14][C:15]2[CH:16]=[N:17][CH:18]=[CH:19][CH:20]=2)=[CH:12][C:11]([CH:21]=[O:22])=[N:10]1. The catalyst class is: 7. (2) Reactant: CC(C)([O-])C.[K+].C(OC(=O)[CH2:11][CH2:12][N:13]1[CH2:18][CH2:17][CH2:16][CH:15]([C:19]([O:21]CC)=O)[CH2:14]1)C. Product: [N:13]12[CH2:14][CH:15]([CH2:16][CH2:17][CH2:18]1)[C:19](=[O:21])[CH2:11][CH2:12]2. The catalyst class is: 11. (3) Reactant: CC1(C)C[CH:10]([NH2:12])[C:9]2[C:4](=[CH:5][CH:6]=[CH:7]C=2)[O:3]1.[NH:14]1[C:22]2[C:17](=[CH:18][CH:19]=[CH:20][CH:21]=2)[C:16]([CH2:23][CH2:24][C:25]([OH:27])=O)=[CH:15]1.CCN=C=NCCCN(C)C.[ClH:39].[CH:40]1[CH:41]=[CH:42][C:43]2N(O)N=N[C:44]=2[CH:45]=1.C(N(CC)CC)C. Product: [Cl:39][C:40]1[CH:45]=[C:44]2[C:43](=[CH:42][CH:41]=1)[O:3][C:4]1([CH2:5][CH2:6][CH2:7]1)[CH2:9][CH:10]2[NH:12][C:25](=[O:27])[CH2:24][CH2:23][C:16]1[C:17]2[C:22](=[CH:21][CH:20]=[CH:19][CH:18]=2)[NH:14][CH:15]=1. The catalyst class is: 4. (4) Reactant: [CH:1]12[O:9][CH:5]([CH2:6][NH:7][CH2:8]1)[CH2:4][N:3]([C:10]([O:12][C:13]([CH3:16])([CH3:15])[CH3:14])=[O:11])[CH2:2]2.[O:17]1[CH2:19][C@H:18]1[CH2:20][O:21][C:22]1[CH:29]=[CH:28][C:25]([C:26]#[N:27])=[CH:24][CH:23]=1. Product: [C:26]([C:25]1[CH:28]=[CH:29][C:22]([O:21][CH2:20][C@@H:18]([OH:17])[CH2:19][N:7]2[CH2:6][CH:5]3[O:9][CH:1]([CH2:2][N:3]([C:10]([O:12][C:13]([CH3:16])([CH3:15])[CH3:14])=[O:11])[CH2:4]3)[CH2:8]2)=[CH:23][CH:24]=1)#[N:27]. The catalyst class is: 378. (5) Reactant: [N+:1]([C:4]1[CH:5]=[C:6]([CH:10]=[CH:11][CH:12]=1)[CH2:7][CH2:8][OH:9])([O-])=O. Product: [NH2:1][C:4]1[CH:5]=[C:6]([CH2:7][CH2:8][OH:9])[CH:10]=[CH:11][CH:12]=1. The catalyst class is: 29.